This data is from Full USPTO retrosynthesis dataset with 1.9M reactions from patents (1976-2016). The task is: Predict the reactants needed to synthesize the given product. (1) Given the product [Cl:22][C:19]1[CH:18]=[CH:17][C:16]([CH:14]([CH2:13][CH2:12][O:11][CH3:10])[C:2]([F:6])=[C:3]([F:5])[F:4])=[CH:21][CH:20]=1, predict the reactants needed to synthesize it. The reactants are: Br[C:2]([F:6])=[C:3]([F:5])[F:4].C(=O)=O.[CH3:10][O:11][CH2:12][CH2:13][CH:14]([C:16]1[CH:21]=[CH:20][C:19]([Cl:22])=[CH:18][CH:17]=1)Br. (2) Given the product [F:1][C:2]1[N:10]=[C:9]2[C:5]([N:6]=[CH:7][N:8]2[CH:26]([CH3:28])[CH3:27])=[C:4]([NH:11][C:12]2[CH:13]=[CH:18][CH:17]=[CH:16][N:38]=2)[N:3]=1, predict the reactants needed to synthesize it. The reactants are: [F:1][C:2]1[N:10]=[C:9]2[C:5]([N:6]=[CH:7][NH:8]2)=[C:4]([NH:11][CH2:12][C:13]2[CH:18]=[CH:17][CH:16]=CN=2)[N:3]=1.C([O-])([O-])=O.[K+].[K+].Br[CH:26]([CH3:28])[CH3:27].C(Cl)(Cl)Cl.CO.CC([N:38](C)C)=O. (3) Given the product [O:25]1[C:29]2[CH:30]=[CH:31][C:32]([C:34]3[S:35][CH:36]=[C:37]([C:39]([NH:22][C:23]4[NH:19][C:18]5[CH:17]=[CH:16][C:6]([C:7](=[O:8])[NH:9][CH2:10][CH:11]6[CH2:15][CH2:14][CH2:13][O:12]6)=[CH:5][C:4]=5[N:1]=4)=[O:40])[N:38]=3)=[CH:33][C:28]=2[CH2:27][CH2:26]1, predict the reactants needed to synthesize it. The reactants are: [N+:1]([C:4]1[CH:5]=[C:6]([CH:16]=[CH:17][C:18]=1[N+:19]([O-])=O)[C:7]([NH:9][CH2:10][CH:11]1[CH2:15][CH2:14][CH2:13][O:12]1)=[O:8])([O-])=O.[N:22]#[C:23]Br.[O:25]1[C:29]2[CH:30]=[CH:31][C:32]([C:34]3[S:35][CH:36]=[C:37]([C:39](O)=[O:40])[N:38]=3)=[CH:33][C:28]=2[CH2:27][CH2:26]1.C(OC(C)C)(C)C. (4) Given the product [Cl:1][C:26]1[N:22]([C:20]([C:15]2[N:16]([CH:17]3[CH2:18][CH2:19]3)[C:12]([CH:9]3[CH2:11][CH2:10]3)=[N:13][N:14]=2)([CH3:27])[CH3:21])[CH:23]=[CH:24][CH:25]=1, predict the reactants needed to synthesize it. The reactants are: [Cl:1]N1C(=O)CCC1=O.[CH:9]1([C:12]2[N:16]([CH:17]3[CH2:19][CH2:18]3)[C:15]([C:20]([CH3:27])([N:22]3[CH:26]=[CH:25][CH:24]=[CH:23]3)[CH3:21])=[N:14][N:13]=2)[CH2:11][CH2:10]1. (5) The reactants are: [NH:1]1[CH2:6][CH2:5][CH:4]([CH2:7][CH2:8][C:9]([C:11]2[CH:12]=[C:13]3[C:18]4=[C:19]([CH2:21][CH2:22][N:17]4[C:16](=[O:23])[CH2:15][CH2:14]3)[CH:20]=2)=[O:10])[CH2:3][CH2:2]1.Br[CH2:25][CH2:26][C:27]1[CH:32]=[CH:31][CH:30]=[C:29]([Cl:33])[CH:28]=1. Given the product [ClH:33].[Cl:33][C:29]1[CH:28]=[C:27]([CH2:26][CH2:25][N:1]2[CH2:2][CH2:3][CH:4]([CH2:7][CH2:8][C:9]([C:11]3[CH:12]=[C:13]4[C:18]5=[C:19]([CH2:21][CH2:22][N:17]5[C:16](=[O:23])[CH2:15][CH2:14]4)[CH:20]=3)=[O:10])[CH2:5][CH2:6]2)[CH:32]=[CH:31][CH:30]=1, predict the reactants needed to synthesize it. (6) Given the product [F:20][C:2]([F:1])([F:19])[S:3]([O:6][C:7]1[CH:8]=[C:9]2[C:14](=[CH:15][CH:16]=1)[C:13]([CH3:18])([CH3:17])[O:12][CH2:11][C:10]2=[O:25])(=[O:5])=[O:4], predict the reactants needed to synthesize it. The reactants are: [F:1][C:2]([F:20])([F:19])[S:3]([O:6][C:7]1[CH:8]=[C:9]2[C:14](=[CH:15][CH:16]=1)[C:13]([CH3:18])([CH3:17])[O:12][CH2:11][CH2:10]2)(=[O:5])=[O:4].C([O:25]O)(C)(C)C. (7) Given the product [N:25]1[CH:30]=[CH:29][CH:28]=[C:27]([O:31][CH2:32][CH2:33][CH2:34][NH:35][CH3:36])[CH:26]=1.[Cl:8][CH2:9][CH2:10][CH2:11][O:1][C:2]1[CH:3]=[N:4][CH:5]=[CH:6][CH:7]=1, predict the reactants needed to synthesize it. The reactants are: [OH:1][C:2]1[CH:3]=[N:4][CH:5]=[CH:6][CH:7]=1.[Cl:8][CH2:9][CH2:10][CH2:11]Cl.BrCCCBr.ClCCCI.[H-].[Na+].[N:25]1[CH:30]=[CH:29][CH:28]=[C:27]([O:31][CH2:32][CH2:33][CH2:34][NH:35][CH3:36])[CH:26]=1.CN.